From a dataset of Forward reaction prediction with 1.9M reactions from USPTO patents (1976-2016). Predict the product of the given reaction. (1) Given the reactants C([Si](C)(C)OC(CC1C=CC=CC=1)CCC1NC(=O)CC1)(C)(C)C.C([Si](C)(C)[O:30][CH:31]([CH2:51][C:52]1[CH:57]=[CH:56][CH:55]=[CH:54][CH:53]=1)[CH2:32][CH2:33][CH:34]1[CH2:38][CH2:37][C:36](=[O:39])[N:35]1[CH2:40][CH2:41][CH2:42][C:43]1[CH:50]=[CH:49][C:46]([C:47]#[N:48])=[CH:45][CH:44]=1)(C)(C)C.CCCC[N+](CCCC)(CCCC)CCCC.[F-], predict the reaction product. The product is: [OH:30][CH:31]([CH2:51][C:52]1[CH:57]=[CH:56][CH:55]=[CH:54][CH:53]=1)[CH2:32][CH2:33][CH:34]1[CH2:38][CH2:37][C:36](=[O:39])[N:35]1[CH2:40][CH2:41][CH2:42][C:43]1[CH:44]=[CH:45][C:46]([C:47]#[N:48])=[CH:49][CH:50]=1. (2) Given the reactants [CH3:1]/[C:2](=[CH:8]\[CH:9]=[CH:10]\[CH2:11][CH2:12]/[CH:13]=[CH:14]\[CH2:15]/[CH:16]=[CH:17]\[CH2:18]/[CH:19]=[CH:20]\[CH2:21]/[CH:22]=[CH:23]\[CH2:24][CH3:25])/[C:3]([O:5]CC)=[O:4].[OH-].[K+].O, predict the reaction product. The product is: [CH3:1]/[C:2](=[CH:8]\[CH:9]=[CH:10]\[CH2:11][CH2:12]/[CH:13]=[CH:14]\[CH2:15]/[CH:16]=[CH:17]\[CH2:18]/[CH:19]=[CH:20]\[CH2:21]/[CH:22]=[CH:23]\[CH2:24][CH3:25])/[C:3]([OH:5])=[O:4]. (3) Given the reactants [CH2:1]([C:3]1([OH:13])[CH:10]2[CH2:11][CH:6]3[CH2:7][CH:8]([CH2:12][CH:4]1[CH2:5]3)[CH2:9]2)[CH3:2].C(N(CC)CC)C.[C:21](Cl)(=[O:25])[C:22]([CH3:24])=[CH2:23], predict the reaction product. The product is: [C:21]([O:13][C:3]1([CH2:1][CH3:2])[CH:4]2[CH2:12][CH:8]3[CH2:7][CH:6]([CH2:11][CH:10]1[CH2:9]3)[CH2:5]2)(=[O:25])[C:22]([CH3:24])=[CH2:23]. (4) Given the reactants Br[C:2]1[CH:3]=[C:4]([C:12]([CH3:16])([CH3:15])[C:13]#[N:14])[CH:5]=[C:6]([C:8]([CH3:11])([CH3:10])[CH3:9])[CH:7]=1.[B:17]1([B:17]2[O:21][C:20]([CH3:23])([CH3:22])[C:19]([CH3:25])([CH3:24])[O:18]2)[O:21][C:20]([CH3:23])([CH3:22])[C:19]([CH3:25])([CH3:24])[O:18]1.C(O[K])(C)=O, predict the reaction product. The product is: [C:8]([C:6]1[CH:5]=[C:4]([C:12]([CH3:16])([CH3:15])[C:13]#[N:14])[CH:3]=[C:2]([B:17]2[O:21][C:20]([CH3:23])([CH3:22])[C:19]([CH3:25])([CH3:24])[O:18]2)[CH:7]=1)([CH3:11])([CH3:10])[CH3:9].